From a dataset of Catalyst prediction with 721,799 reactions and 888 catalyst types from USPTO. Predict which catalyst facilitates the given reaction. Reactant: [NH2:1][S:2]([C:5]1[CH:6]=[CH:7][C:8]([N:11]2[C:15]([CH2:16][C:17]3[CH:22]=[CH:21][CH:20]=[CH:19][CH:18]=3)=[N:14][C:13]([C:23]([O:25]CC)=[O:24])=[N:12]2)=[N:9][CH:10]=1)(=[O:4])=[O:3]. Product: [NH2:1][S:2]([C:5]1[CH:6]=[CH:7][C:8]([N:11]2[C:15]([CH2:16][C:17]3[CH:22]=[CH:21][CH:20]=[CH:19][CH:18]=3)=[N:14][C:13]([C:23]([OH:25])=[O:24])=[N:12]2)=[N:9][CH:10]=1)(=[O:3])=[O:4]. The catalyst class is: 126.